Dataset: Catalyst prediction with 721,799 reactions and 888 catalyst types from USPTO. Task: Predict which catalyst facilitates the given reaction. (1) Reactant: [NH2:1][C:2]1[CH:7]=[CH:6][C:5]([C:8]2[CH2:12][CH2:11][N:10]([C:13](=[O:26])[CH2:14][C:15]3[CH:20]=[C:19]([O:21][CH3:22])[C:18]([O:23][CH3:24])=[CH:17][C:16]=3[Cl:25])[N:9]=2)=[CH:4][CH:3]=1.[S-:27][C:28]#[N:29].[K+].BrBr.CC(OC)(C)C. Product: [NH2:29][C:28]1[S:27][C:3]2[CH:4]=[C:5]([C:8]3[CH2:12][CH2:11][N:10]([C:13](=[O:26])[CH2:14][C:15]4[CH:20]=[C:19]([O:21][CH3:22])[C:18]([O:23][CH3:24])=[CH:17][C:16]=4[Cl:25])[N:9]=3)[CH:6]=[CH:7][C:2]=2[N:1]=1. The catalyst class is: 15. (2) Reactant: [CH3:1][O:2][C:3]1[CH:38]=[CH:37][C:6]([CH2:7][N:8]2[C:12]3=[N:13][CH:14]=[CH:15][C:16]([NH:17][C:18]4[CH:26]=[CH:25][C:21]([C:22]([OH:24])=O)=[CH:20][CH:19]=4)=[C:11]3[C:10]([NH:27][C@@H:28]3[CH2:32][CH2:31][N:30]([C:33](=[O:36])[CH2:34][CH3:35])[CH2:29]3)=[N:9]2)=[CH:5][CH:4]=1.[F:39][C:40]([F:49])([F:48])[C:41]1[CH:46]=[CH:45][N:44]=[C:43]([NH2:47])[CH:42]=1.O=P(Cl)(Cl)Cl. Product: [CH3:1][O:2][C:3]1[CH:38]=[CH:37][C:6]([CH2:7][N:8]2[C:12]3=[N:13][CH:14]=[CH:15][C:16]([NH:17][C:18]4[CH:26]=[CH:25][C:21]([C:22]([NH:47][C:43]5[CH:42]=[C:41]([C:40]([F:48])([F:39])[F:49])[CH:46]=[CH:45][N:44]=5)=[O:24])=[CH:20][CH:19]=4)=[C:11]3[C:10]([NH:27][C@@H:28]3[CH2:32][CH2:31][N:30]([C:33](=[O:36])[CH2:34][CH3:35])[CH2:29]3)=[N:9]2)=[CH:5][CH:4]=1. The catalyst class is: 17.